This data is from Reaction yield outcomes from USPTO patents with 853,638 reactions. The task is: Predict the reaction yield, written as a fraction of the theoretical maximum amount of product (1.0 means a 100% yield; for example, 0.34 means a 34% yield). (1) The reactants are [Cl:1][C:2]1[CH:3]=[C:4]([N:8]2[N:12]=[C:11]([CH:13]=[CH:14]C3C=CC=CC=3)[NH:10][NH:9]2)[CH:5]=[CH:6][CH:7]=1.CC[O:23]C(C)=O. The catalyst is ClCCl. The product is [Cl:1][C:2]1[CH:3]=[C:4]([N:8]2[N:9]=[N:10][C:11]([C:13](=[O:23])[CH3:14])=[N:12]2)[CH:5]=[CH:6][CH:7]=1. The yield is 0.794. (2) The reactants are [O:1]([CH3:13])[C@@H:2]1[O:10][C@H:9]([CH2:11][OH:12])[C@@H:7]([OH:8])[C@H:5]([OH:6])[C@H:3]1[OH:4].CO[CH:16](OC)[C:17]1[CH:22]=[CH:21][CH:20]=[CH:19][CH:18]=1.C(OCC)(=O)C.C(N(CC)CC)C. The catalyst is C(#N)C.CCCCCC.[NH4+].[NH4+].[O-][Mo]([O-])(=O)=O.C12(CS(O)(=O)=O)C(C)(C)C(CC1)CC2=O. The product is [CH3:13][O:1][C@@H:2]1[O:10][C@@H:9]2[CH2:11][O:12][CH:16]([C:17]3[CH:22]=[CH:21][CH:20]=[CH:19][CH:18]=3)[O:8][C@H:7]2[C@H:5]([OH:6])[C@H:3]1[OH:4]. The yield is 0.910. (3) The reactants are [Cl:1][C:2]1[CH:11]=[C:10]2[C:5]([CH:6]=[C:7]([C:12](OC)=[O:13])[N:8]=[CH:9]2)=[CH:4][CH:3]=1.[H-].[Li+].[Al+3].[H-].[H-].[H-].[OH-].[Na+]. The catalyst is C1COCC1. The product is [Cl:1][C:2]1[CH:11]=[C:10]2[C:5]([CH:6]=[C:7]([CH2:12][OH:13])[N:8]=[CH:9]2)=[CH:4][CH:3]=1. The yield is 0.409. (4) The reactants are [CH3:1][S:2](Cl)(=[O:4])=[O:3].[NH2:6][C:7]1[CH:12]=[CH:11][C:10]([N:13]2[C:22](=[O:23])[C:21]3[C:16](=[CH:17][CH:18]=[CH:19][CH:20]=3)[N:15]=[C:14]2[C:24]2[CH:29]=[C:28]([CH3:30])[C:27]([O:31][CH2:32][CH2:33][OH:34])=[C:26]([CH3:35])[CH:25]=2)=[CH:9][CH:8]=1. The catalyst is C(Cl)Cl. The product is [CH3:1][S:2]([O:34][CH2:33][CH2:32][O:31][C:27]1[C:26]([CH3:35])=[CH:25][C:24]([C:14]2[N:13]([C:10]3[CH:11]=[CH:12][C:7]([N:6]([S:2]([CH3:1])(=[O:4])=[O:3])[S:2]([CH3:1])(=[O:4])=[O:3])=[CH:8][CH:9]=3)[C:22](=[O:23])[C:21]3[C:16](=[CH:17][CH:18]=[CH:19][CH:20]=3)[N:15]=2)=[CH:29][C:28]=1[CH3:30])(=[O:4])=[O:3]. The yield is 0.770.